Dataset: Catalyst prediction with 721,799 reactions and 888 catalyst types from USPTO. Task: Predict which catalyst facilitates the given reaction. (1) Reactant: [Cl:1][C:2]1[C:3]([OH:33])=[CH:4][C:5]([O:12][CH2:13][C@:14]([OH:32])([CH3:31])[CH2:15][NH:16][CH:17]2[CH2:22][CH2:21][N:20]([CH2:23][C:24]3[CH:29]=[CH:28][C:27]([Cl:30])=[CH:26][CH:25]=3)[CH2:19][CH2:18]2)=[C:6]([NH:8][C:9](=[O:11])[CH3:10])[CH:7]=1.[O:34]1[CH:38]=[CH:37][CH:36]=[C:35]1[C:39]([OH:41])=[O:40]. Product: [O:34]1[CH:38]=[CH:37][CH:36]=[C:35]1[C:39]([OH:41])=[O:40].[Cl:1][C:2]1[C:3]([OH:33])=[CH:4][C:5]([O:12][CH2:13][C@:14]([OH:32])([CH3:31])[CH2:15][NH:16][CH:17]2[CH2:18][CH2:19][N:20]([CH2:23][C:24]3[CH:25]=[CH:26][C:27]([Cl:30])=[CH:28][CH:29]=3)[CH2:21][CH2:22]2)=[C:6]([NH:8][C:9](=[O:11])[CH3:10])[CH:7]=1. The catalyst class is: 10. (2) Reactant: C([N:8]1[CH2:12][CH2:11][C:10]([C:15]2[CH:20]=[CH:19][CH:18]=[C:17]([Cl:21])[C:16]=2[F:22])([O:13][CH3:14])[CH2:9]1)C1C=CC=CC=1.ClCCCl.ClC(OC(Cl)C)=O. Product: [Cl:21][C:17]1[C:16]([F:22])=[C:15]([C:10]2([O:13][CH3:14])[CH2:11][CH2:12][NH:8][CH2:9]2)[CH:20]=[CH:19][CH:18]=1. The catalyst class is: 5.